Predict the reaction yield, written as a fraction of the theoretical maximum amount of product (1.0 means a 100% yield; for example, 0.34 means a 34% yield). From a dataset of Reaction yield outcomes from USPTO patents with 853,638 reactions. The reactants are Cl[C:2]1[C:3]2[C:7]([CH:8]=[CH:9][CH:10]=1)=[N:6][N:5]([CH:11]1[CH2:16][CH2:15][CH2:14][CH2:13][O:12]1)[CH:4]=2.CS(C)=O.[B:21]1([B:21]2[O:25][C:24]([CH3:27])([CH3:26])[C:23]([CH3:29])([CH3:28])[O:22]2)[O:25][C:24]([CH3:27])([CH3:26])[C:23]([CH3:29])([CH3:28])[O:22]1.C([O-])(=O)C.[K+]. The catalyst is Cl[Pd](Cl)([P](C1C=CC=CC=1)(C1C=CC=CC=1)C1C=CC=CC=1)[P](C1C=CC=CC=1)(C1C=CC=CC=1)C1C=CC=CC=1.C1(P(C2CCCCC2)C2CCCCC2)CCCCC1.CCOC(C)=O. The product is [O:12]1[CH2:13][CH2:14][CH2:15][CH2:16][CH:11]1[N:5]1[CH:4]=[C:3]2[C:7]([CH:8]=[CH:9][CH:10]=[C:2]2[B:21]2[O:25][C:24]([CH3:27])([CH3:26])[C:23]([CH3:29])([CH3:28])[O:22]2)=[N:6]1. The yield is 1.00.